Dataset: Forward reaction prediction with 1.9M reactions from USPTO patents (1976-2016). Task: Predict the product of the given reaction. (1) Given the reactants [CH3:1][O:2][C:3]1[CH:8]=[CH:7][C:6]([N+:9]([O-])=O)=[CH:5][C:4]=1[NH:12][C:13](=[O:19])[O:14][C:15]([CH3:18])([CH3:17])[CH3:16].C1COCC1, predict the reaction product. The product is: [NH2:9][C:6]1[CH:7]=[CH:8][C:3]([O:2][CH3:1])=[C:4]([NH:12][C:13](=[O:19])[O:14][C:15]([CH3:16])([CH3:17])[CH3:18])[CH:5]=1. (2) Given the reactants [C:1]([C:3]1[CH:4]=[C:5]([C:9]#[C:10][C:11]2[CH:12]=[CH:13][C:14]([F:20])=[C:15]([CH:19]=2)[C:16](O)=[O:17])[CH:6]=[N:7][CH:8]=1)#[N:2].O.O[N:23]1C2C=CC=CC=2N=N1.N, predict the reaction product. The product is: [C:1]([C:3]1[CH:4]=[C:5]([C:9]#[C:10][C:11]2[CH:12]=[CH:13][C:14]([F:20])=[C:15]([CH:19]=2)[C:16]([NH2:23])=[O:17])[CH:6]=[N:7][CH:8]=1)#[N:2]. (3) Given the reactants [CH3:1][O:2][C:3]1[CH:4]=[C:5]2[C:10](=[CH:11][C:12]=1[O:13][CH3:14])[N:9]=[CH:8][N:7]=[C:6]2[N:15]1[CH2:20][CH2:19][NH:18][CH:17]([C:21]2[CH:26]=[CH:25][CH:24]=[CH:23][CH:22]=2)[CH2:16]1.Cl.[CH3:28][N:29]([CH3:33])[CH2:30][CH2:31]Cl.C([O-])([O-])=O.[Cs+].[Cs+], predict the reaction product. The product is: [CH3:1][O:2][C:3]1[CH:4]=[C:5]2[C:10](=[CH:11][C:12]=1[O:13][CH3:14])[N:9]=[CH:8][N:7]=[C:6]2[N:15]1[CH2:20][CH2:19][N:18]([CH2:31][CH2:30][N:29]([CH3:33])[CH3:28])[CH:17]([C:21]2[CH:26]=[CH:25][CH:24]=[CH:23][CH:22]=2)[CH2:16]1. (4) Given the reactants [CH2:1]([C:3]1[CH:8]=[C:7]([CH3:9])[NH:6][C:5](=[O:10])[C:4]=1[C:11]#[N:12])[CH3:2].N, predict the reaction product. The product is: [NH2:12][CH2:11][C:4]1[C:5](=[O:10])[NH:6][C:7]([CH3:9])=[CH:8][C:3]=1[CH2:1][CH3:2]. (5) Given the reactants C([N-]C(C)C)(C)C.[Li+].[C:9]([C:12]1[CH:17]=[CH:16][N:15]=[CH:14][CH:13]=1)(=[O:11])[CH3:10].C(N1C=CN=C1)(N1C=CN=C1)=O.[C:30]([O:34][C:35]([N:37]1[CH2:42][CH2:41][CH:40]([CH2:43][C:44](O)=[O:45])[CH2:39][CH2:38]1)=[O:36])([CH3:33])([CH3:32])[CH3:31], predict the reaction product. The product is: [C:30]([O:34][C:35]([N:37]1[CH2:42][CH2:41][CH:40]([CH2:43][C:44](=[O:45])[CH2:10][C:9](=[O:11])[C:12]2[CH:17]=[CH:16][N:15]=[CH:14][CH:13]=2)[CH2:39][CH2:38]1)=[O:36])([CH3:33])([CH3:32])[CH3:31]. (6) Given the reactants FC(F)(F)C(O)=O.[C:8]([NH:11][C:12]1[CH:17]=[CH:16][C:15]([NH:18][C:19]2[CH:31]=[C:30]([CH2:32][CH2:33][C:34]3[CH:39]=[CH:38][CH:37]=[CH:36][CH:35]=3)[CH:29]=[CH:28][C:20]=2[C:21]([O:23]C(C)(C)C)=[O:22])=[CH:14][CH:13]=1)(=[O:10])[CH3:9], predict the reaction product. The product is: [C:8]([NH:11][C:12]1[CH:13]=[CH:14][C:15]([NH:18][C:19]2[CH:31]=[C:30]([CH2:32][CH2:33][C:34]3[CH:39]=[CH:38][CH:37]=[CH:36][CH:35]=3)[CH:29]=[CH:28][C:20]=2[C:21]([OH:23])=[O:22])=[CH:16][CH:17]=1)(=[O:10])[CH3:9].